Dataset: Forward reaction prediction with 1.9M reactions from USPTO patents (1976-2016). Task: Predict the product of the given reaction. (1) Given the reactants [C:1]([O:5][C:6]([N:8]1[CH2:15][C:14]2[C:10](=[N:11][NH:12][C:13]=2[NH2:16])[CH2:9]1)=[O:7])([CH3:4])([CH3:3])[CH3:2].[Cl:17][CH2:18][C:19]([CH2:21]C(=O)C)=O.O.[CH3:26][C:27](O)=O, predict the reaction product. The product is: [C:1]([O:5][C:6]([N:8]1[CH2:15][C:14]2=[C:13]3[N:12]([N:11]=[C:10]2[CH2:9]1)[C:19]([CH3:21])=[C:18]([Cl:17])[C:27]([CH3:26])=[N:16]3)=[O:7])([CH3:4])([CH3:2])[CH3:3]. (2) Given the reactants [H-].[Al+3].[Li+].[H-].[H-].[H-].C([O:9][C:10](=O)[CH:11]([C:42](OCC)=[O:43])[CH2:12][C:13]1[CH:14]=[C:15]2[C:21]3([CH2:25][CH2:24][N:23]([C:26]([O:28][C:29]([CH3:32])([CH3:31])[CH3:30])=[O:27])[CH2:22]3)[CH2:20][N:19]([C:33]([O:35][CH2:36][CH2:37][Si:38]([CH3:41])([CH3:40])[CH3:39])=[O:34])[C:16]2=[CH:17][CH:18]=1)C.S([O-])([O-])(=O)=O.[Na+].[Na+], predict the reaction product. The product is: [OH:43][CH2:42][CH:11]([CH2:10][OH:9])[CH2:12][C:13]1[CH:14]=[C:15]2[C:21]3([CH2:25][CH2:24][N:23]([C:26]([O:28][C:29]([CH3:31])([CH3:32])[CH3:30])=[O:27])[CH2:22]3)[CH2:20][N:19]([C:33]([O:35][CH2:36][CH2:37][Si:38]([CH3:40])([CH3:39])[CH3:41])=[O:34])[C:16]2=[CH:17][CH:18]=1. (3) Given the reactants Cl.[NH:2]1[CH2:5][CH:4]([N:6]2[CH:10]=[C:9]([Br:11])[CH:8]=[N:7]2)[CH2:3]1.C([O-])([O-])=O.[K+].[K+].Br[CH2:19][CH2:20][O:21][CH:22]1[CH2:27][CH2:26][CH2:25][CH2:24][O:23]1, predict the reaction product. The product is: [Br:11][C:9]1[CH:8]=[N:7][N:6]([CH:4]2[CH2:5][N:2]([CH2:19][CH2:20][O:21][CH:22]3[CH2:27][CH2:26][CH2:25][CH2:24][O:23]3)[CH2:3]2)[CH:10]=1. (4) Given the reactants [Br:1][C:2]1[C:3]([C:14](=[S:16])[NH2:15])=[CH:4][C:5]([NH:8][C:9]([NH:11][CH2:12][CH3:13])=[O:10])=[N:6][CH:7]=1.Br[CH2:18][C:19]([C:21]1[CH:26]=[CH:25][CH:24]=[CH:23][CH:22]=1)=O, predict the reaction product. The product is: [Br:1][C:2]1[C:3]([C:14]2[S:16][CH:18]=[C:19]([C:21]3[CH:26]=[CH:25][CH:24]=[CH:23][CH:22]=3)[N:15]=2)=[CH:4][C:5]([NH:8][C:9]([NH:11][CH2:12][CH3:13])=[O:10])=[N:6][CH:7]=1. (5) Given the reactants [F:1][C:2]1[C:7]([F:8])=[CH:6][CH:5]=[CH:4][C:3]=1[C:9]1[N:17]=[C:12]2[CH:13]=[N:14][NH:15][CH:16]=[C:11]2[N:10]=1.[F:18][C:19]([F:38])([F:37])[C:20]1[CH:21]=[C:22]([C:30]2[CH:34]=[C:33]([CH2:35]Cl)[O:32][N:31]=2)[CH:23]=[C:24]([C:26]([F:29])([F:28])[F:27])[CH:25]=1, predict the reaction product. The product is: [F:38][C:19]([F:18])([F:37])[C:20]1[CH:21]=[C:22]([C:30]2[CH:34]=[C:33]([CH2:35][N:14]3[CH:13]=[C:12]4[N:17]=[C:9]([C:3]5[CH:4]=[CH:5][CH:6]=[C:7]([F:8])[C:2]=5[F:1])[N:10]=[C:11]4[CH:16]=[N:15]3)[O:32][N:31]=2)[CH:23]=[C:24]([C:26]([F:29])([F:27])[F:28])[CH:25]=1. (6) Given the reactants [F:1][C:2]1[CH:3]=[CH:4][C:5]([N+:9]([O-:11])=[O:10])=[C:6]([OH:8])[CH:7]=1.[CH2:12](Br)[C:13]1[CH:18]=[CH:17][CH:16]=[CH:15][CH:14]=1.C(=O)([O-])[O-].[Cs+].[Cs+], predict the reaction product. The product is: [CH2:12]([O:8][C:6]1[CH:7]=[C:2]([F:1])[CH:3]=[CH:4][C:5]=1[N+:9]([O-:11])=[O:10])[C:13]1[CH:18]=[CH:17][CH:16]=[CH:15][CH:14]=1. (7) The product is: [CH2:40]([N:28]([C:26]1[CH:25]=[CH:24][C:22]2[NH:23][C:18]([C:3]3[C:4](=[O:17])[N:5]([CH2:12][CH2:13][CH:14]([CH3:15])[CH3:16])[C:6]4[C:11]([C:2]=3[OH:1])=[CH:10][CH:9]=[CH:8][N:7]=4)=[N:19][S:20](=[O:38])(=[O:39])[C:21]=2[CH:27]=1)[S:29]([NH2:32])(=[O:30])=[O:31])[C:41]1[CH:46]=[CH:45][CH:44]=[CH:43][CH:42]=1. Given the reactants [OH:1][C:2]1[C:11]2[C:6](=[N:7][CH:8]=[CH:9][CH:10]=2)[N:5]([CH2:12][CH2:13][CH:14]([CH3:16])[CH3:15])[C:4](=[O:17])[C:3]=1[C:18]1[NH:23][C:22]2[CH:24]=[CH:25][C:26]([NH:28][S:29]([N:32]3CCOC3=O)(=[O:31])=[O:30])=[CH:27][C:21]=2[S:20](=[O:39])(=[O:38])[N:19]=1.[CH2:40](N)[C:41]1[CH:46]=[CH:45][CH:44]=[CH:43][CH:42]=1.C(N(CC)CC)C, predict the reaction product.